Predict the reaction yield, written as a fraction of the theoretical maximum amount of product (1.0 means a 100% yield; for example, 0.34 means a 34% yield). From a dataset of Reaction yield outcomes from USPTO patents with 853,638 reactions. (1) The reactants are [CH3:1][O:2][C:3]1[CH:8]=[CH:7][C:6]([C:9]2[C:17]3[S:16][CH:15]=[CH:14][C:13]=3[CH:12]=[CH:11][CH:10]=2)=[CH:5][CH:4]=1.[Br:18]Br. The catalyst is C(Cl)Cl. The product is [Br:18][C:12]1[C:13]2[CH:14]=[CH:15][S:16][C:17]=2[C:9]([C:6]2[CH:7]=[CH:8][C:3]([O:2][CH3:1])=[CH:4][CH:5]=2)=[CH:10][CH:11]=1. The yield is 1.00. (2) The reactants are C1C(=O)N([Br:8])C(=O)C1.C1(P(C2C=CC=CC=2)C2C=CC=CC=2)C=CC=CC=1.N1C=CC=CC=1.[C:34]([O:38][C:39]([N:41]([C:56]([O:58][C:59]([CH3:62])([CH3:61])[CH3:60])=[O:57])[C@:42]([CH3:55])([C:47]([O:49][CH:50]1[CH2:54][CH2:53][CH2:52][CH2:51]1)=[O:48])[CH2:43][CH2:44][CH2:45]O)=[O:40])([CH3:37])([CH3:36])[CH3:35]. The catalyst is C(Cl)Cl. The product is [Br:8][CH2:45][CH2:44][CH2:43][C@@:42]([CH3:55])([C:47]([O:49][CH:50]1[CH2:54][CH2:53][CH2:52][CH2:51]1)=[O:48])[N:41]([C:56]([O:58][C:59]([CH3:62])([CH3:61])[CH3:60])=[O:57])[C:39]([O:38][C:34]([CH3:37])([CH3:36])[CH3:35])=[O:40]. The yield is 0.300. (3) The reactants are [CH3:1][C:2]([CH3:45])([CH3:44])[C@@H:3]([C:18]([N:20]1[CH2:28][C@H:27]([O:29][C:30]2[C:31](C=C)=[N:32][C:33]3[C:38]([CH:39]=2)=[CH:37][C:36]([O:40][CH3:41])=[CH:35][CH:34]=3)[CH2:26][C@H:21]1[C:22]([O:24][CH3:25])=[O:23])=[O:19])[NH:4][C:5]([O:7][C@@H:8]1[CH2:12][CH2:11][CH2:10][C@H:9]1[CH2:13][CH2:14][CH2:15][CH:16]=[CH2:17])=[O:6]. The catalyst is ClCCCl. The product is [C:2]([C@H:3]1[C:18](=[O:19])[N:20]2[CH2:28][C@@H:27]([CH2:26][C@H:21]2[C:22]([O:24][CH3:25])=[O:23])[O:29][C:30]2[C:31](=[N:32][C:33]3[C:38]([CH:39]=2)=[CH:37][C:36]([O:40][CH3:41])=[CH:35][CH:34]=3)[CH:17]=[CH:16][CH2:15][CH2:14][CH2:13][C@@H:9]2[CH2:10][CH2:11][CH2:12][C@H:8]2[O:7][C:5](=[O:6])[NH:4]1)([CH3:44])([CH3:45])[CH3:1]. The yield is 0.840. (4) The reactants are Cl.[Cl:2][C:3]1[CH:16]=[CH:15][C:14]2[S:13][C:12]3[C:7](=[CH:8][CH:9]=[CH:10][CH:11]=3)[N:6]([CH2:17][CH2:18][CH2:19][NH2:20])[C:5]=2[CH:4]=1.C(N(CC)CC)C.[C:28]([C:30]1[CH:35]=[CH:34][C:33]([S:36](Cl)(=[O:38])=[O:37])=[CH:32][CH:31]=1)#[N:29].[Na+].[Cl-]. The catalyst is CN(C=O)C. The product is [Cl:2][C:3]1[CH:16]=[CH:15][C:14]2[S:13][C:12]3[C:7](=[CH:8][CH:9]=[CH:10][CH:11]=3)[N:6]([CH2:17][CH2:18][CH2:19][NH:20][S:36]([C:33]3[CH:32]=[CH:31][C:30]([C:28]#[N:29])=[CH:35][CH:34]=3)(=[O:38])=[O:37])[C:5]=2[CH:4]=1. The yield is 0.550. (5) The reactants are [Cl:1][C:2]1[C:3]2[CH2:10][C:9](=[O:11])[NH:8][C:4]=2[N:5]=[CH:6][N:7]=1.[N:12]1([CH2:18][CH2:19][NH:20][C:21]([C:23]2[NH:24][C:25]([CH:28]=O)=[CH:26][CH:27]=2)=[O:22])[CH2:17][CH2:16][O:15][CH2:14][CH2:13]1.C(N(CC)CC)C. The catalyst is C(O)C. The product is [N:12]1([CH2:18][CH2:19][NH:20][C:21]([C:23]2[NH:24][C:25]([CH:28]=[C:10]3[C:3]4[C:2]([Cl:1])=[N:7][CH:6]=[N:5][C:4]=4[NH:8][C:9]3=[O:11])=[CH:26][CH:27]=2)=[O:22])[CH2:17][CH2:16][O:15][CH2:14][CH2:13]1. The yield is 0.925. (6) The reactants are C[O:2][C:3](=O)[CH2:4][N:5]([CH2:14][C:15]1[C:16]([NH2:22])=[N:17][CH:18]=[C:19]([Br:21])[CH:20]=1)[CH2:6][CH2:7][N:8]1[CH2:13][CH2:12][O:11][CH2:10][CH2:9]1.[H-].[Na+]. The catalyst is CS(C)=O.O. The product is [Br:21][C:19]1[CH:18]=[N:17][C:16]2[NH:22][C:3](=[O:2])[CH2:4][N:5]([CH2:6][CH2:7][N:8]3[CH2:13][CH2:12][O:11][CH2:10][CH2:9]3)[CH2:14][C:15]=2[CH:20]=1. The yield is 0.570.